Dataset: Reaction yield outcomes from USPTO patents with 853,638 reactions. Task: Predict the reaction yield, written as a fraction of the theoretical maximum amount of product (1.0 means a 100% yield; for example, 0.34 means a 34% yield). (1) The reactants are C[O:2][C:3]([C:5]1[CH:14]=[C:13]([O:15][CH2:16][C:17]([C:19]2[CH:24]=[CH:23][C:22]([O:25][CH3:26])=[CH:21][CH:20]=2)=[O:18])[C:12]2[C:7](=[CH:8][C:9]([Cl:28])=[CH:10][C:11]=2[Cl:27])[CH:6]=1)=[O:4].[OH-].[Na+].Cl. The catalyst is C1COCC1.O. The product is [Cl:27][C:11]1[CH:10]=[C:9]([Cl:28])[CH:8]=[C:7]2[C:12]=1[C:13]([O:15][CH2:16][C:17]([C:19]1[CH:20]=[CH:21][C:22]([O:25][CH3:26])=[CH:23][CH:24]=1)=[O:18])=[CH:14][C:5]([C:3]([OH:4])=[O:2])=[CH:6]2. The yield is 0.780. (2) The reactants are [F:1][C:2]([F:14])([F:13])[O:3][C:4]1[CH:12]=[CH:11][C:7]([C:8](Cl)=[O:9])=[CH:6][CH:5]=1.[CH2:15]([NH:22][C:23]([C:25]1[S:29][C:28]([NH2:30])=[N:27][C:26]=1[CH3:31])=[O:24])[C:16]1[CH:21]=[CH:20][CH:19]=[CH:18][CH:17]=1. No catalyst specified. The product is [CH2:15]([NH:22][C:23]([C:25]1[S:29][C:28]([NH:30][C:8](=[O:9])[C:7]2[CH:11]=[CH:12][C:4]([O:3][C:2]([F:14])([F:13])[F:1])=[CH:5][CH:6]=2)=[N:27][C:26]=1[CH3:31])=[O:24])[C:16]1[CH:21]=[CH:20][CH:19]=[CH:18][CH:17]=1. The yield is 0.200. (3) The reactants are C(O)(=O)C.[F-].C([N+](CCCC)(CCCC)CCCC)CCC.[Si]([O:30][CH2:31][C:32]1[C:37]([C:38]([O:40][C:41]([CH3:44])([CH3:43])[CH3:42])=[O:39])=[C:36]([O:45][CH2:46][O:47][CH3:48])[C:35]([CH2:49][CH3:50])=[CH:34][CH:33]=1)(C(C)(C)C)(C)C.O. The catalyst is O1CCCC1. The yield is 0.990. The product is [CH2:49]([C:35]1[C:36]([O:45][CH2:46][O:47][CH3:48])=[C:37]([C:32]([CH2:31][OH:30])=[CH:33][CH:34]=1)[C:38]([O:40][C:41]([CH3:44])([CH3:42])[CH3:43])=[O:39])[CH3:50]. (4) The reactants are I[C:2]1[C:3]([NH:14][C:15]2[CH:16]=[N:17][C:18]([O:21][CH3:22])=[CH:19][CH:20]=2)=[N:4][C:5]([N:8]2[CH2:13][CH2:12][CH2:11][CH2:10][CH2:9]2)=[N:6][CH:7]=1.[CH3:23][C:24]1[N:29]=[C:28]([S:30][CH3:31])[N:27]=[C:26]([Sn](CCCC)(CCCC)CCCC)[N:25]=1.[F-].[Cs+].O1CCOCC1. The catalyst is O.[Cu]I.C1C=CC([P]([Pd]([P](C2C=CC=CC=2)(C2C=CC=CC=2)C2C=CC=CC=2)([P](C2C=CC=CC=2)(C2C=CC=CC=2)C2C=CC=CC=2)[P](C2C=CC=CC=2)(C2C=CC=CC=2)C2C=CC=CC=2)(C2C=CC=CC=2)C2C=CC=CC=2)=CC=1. The product is [CH3:22][O:21][C:18]1[N:17]=[CH:16][C:15]([NH:14][C:3]2[C:2]([C:26]3[N:25]=[C:24]([CH3:23])[N:29]=[C:28]([S:30][CH3:31])[N:27]=3)=[CH:7][N:6]=[C:5]([N:8]3[CH2:13][CH2:12][CH2:11][CH2:10][CH2:9]3)[N:4]=2)=[CH:20][CH:19]=1. The yield is 0.217. (5) The reactants are I[C:2]1[CH:3]=[C:4]([CH2:8][CH2:9][N:10]2[CH2:15][CH2:14][N:13]([C:16]3[CH:25]=[CH:24][CH:23]=[C:22]4[C:17]=3[CH:18]=[CH:19][C:20]([CH3:26])=[N:21]4)[CH2:12][CH2:11]2)[CH:5]=[CH:6][CH:7]=1.[CH3:27][C:28]1([CH3:34])[CH2:32][NH:31][C:30](=[O:33])[NH:29]1. No catalyst specified. The product is [CH3:27][C:28]1([CH3:34])[N:29]([C:2]2[CH:7]=[CH:6][CH:5]=[C:4]([CH2:8][CH2:9][N:10]3[CH2:15][CH2:14][N:13]([C:16]4[CH:25]=[CH:24][CH:23]=[C:22]5[C:17]=4[CH:18]=[CH:19][C:20]([CH3:26])=[N:21]5)[CH2:12][CH2:11]3)[CH:3]=2)[C:30](=[O:33])[NH:31][CH2:32]1. The yield is 0.870. (6) The reactants are [Br:1][C:2]1[CH:14]=[CH:13][C:12]2[C:11]3[C:6](=[CH:7][C:8]([Br:15])=[CH:9][CH:10]=3)[CH2:5][C:4]=2[CH:3]=1.[H-].[Na+].Cl[CH2:19][CH2:20][N:21]([CH2:29][CH2:30]Cl)[C:22](=[O:28])[O:23][C:24]([CH3:27])([CH3:26])[CH3:25]. The catalyst is C1COCC1. The product is [Br:1][C:2]1[CH:14]=[CH:13][C:12]2[C:11]3[C:6]([C:5]4([CH2:30][CH2:29][N:21]([C:22]([O:23][C:24]([CH3:26])([CH3:25])[CH3:27])=[O:28])[CH2:20][CH2:19]4)[C:4]=2[CH:3]=1)=[CH:7][C:8]([Br:15])=[CH:9][CH:10]=3. The yield is 0.610.